Dataset: Full USPTO retrosynthesis dataset with 1.9M reactions from patents (1976-2016). Task: Predict the reactants needed to synthesize the given product. The reactants are: [N:1]1[C:10]2[C:5](=[CH:6][C:7]([CH2:11][C:12](OC(C)(C)C)=O)=[CH:8][CH:9]=2)[N:4]=[CH:3][CH:2]=1.[C:19]1([C:25]2[N:30]=[N:29][C:28]([NH:31][NH2:32])=[CH:27][CH:26]=2)[CH:24]=[CH:23][CH:22]=[CH:21][CH:20]=1.O.C1(C)C=CC(S(O)(=O)=O)=CC=1.C([O-])(O)=O.[Na+]. Given the product [C:19]1([C:25]2[CH:26]=[CH:27][C:28]3[N:29]([C:12]([CH2:11][C:7]4[CH:6]=[C:5]5[C:10](=[CH:9][CH:8]=4)[N:1]=[CH:2][CH:3]=[N:4]5)=[N:32][N:31]=3)[N:30]=2)[CH:20]=[CH:21][CH:22]=[CH:23][CH:24]=1, predict the reactants needed to synthesize it.